This data is from Forward reaction prediction with 1.9M reactions from USPTO patents (1976-2016). The task is: Predict the product of the given reaction. (1) Given the reactants [OH:1][C@@H:2]([C:23]1[CH:28]=[CH:27][CH:26]=[CH:25][CH:24]=1)[CH2:3][CH2:4][N:5]1[CH2:10][CH2:9][CH:8]([C:11]2[CH:12]=[C:13]([NH:17][C:18](=[O:22])[CH:19]([CH3:21])[CH3:20])[CH:14]=[CH:15][CH:16]=2)[CH2:7][CH2:6]1.[CH3:29][O:30][C:31]1[CH:36]=[CH:35][C:34]([C:37](=[O:39])[CH3:38])=[CH:33][C:32]=1O.C1(P(C2C=CC=CC=2)C2C=CC=CC=2)C=CC=CC=1.N(C(OCC)=O)=NC(OCC)=O.N, predict the reaction product. The product is: [C:37]([C:34]1[CH:33]=[CH:32][C:31]([O:30][CH3:29])=[C:36]([CH:35]=1)[O:1][C@H:2]([C:23]1[CH:24]=[CH:25][CH:26]=[CH:27][CH:28]=1)[CH2:3][CH2:4][N:5]1[CH2:10][CH2:9][CH:8]([C:11]2[CH:12]=[C:13]([NH:17][C:18](=[O:22])[CH:19]([CH3:21])[CH3:20])[CH:14]=[CH:15][CH:16]=2)[CH2:7][CH2:6]1)(=[O:39])[CH3:38]. (2) Given the reactants [H-].[Al+3].[Li+].[H-].[H-].[H-].C[O:8][C:9]([C:11]1([CH2:25][CH2:26][CH2:27][CH2:28][CH2:29][CH3:30])[C:24]2[CH:23]=[CH:22][CH:21]=[CH:20][C:19]=2[O:18][C:17]2[C:12]1=[CH:13][CH:14]=[CH:15][CH:16]=2)=O, predict the reaction product. The product is: [CH2:25]([C:11]1([CH2:9][OH:8])[C:24]2[CH:23]=[CH:22][CH:21]=[CH:20][C:19]=2[O:18][C:17]2[C:12]1=[CH:13][CH:14]=[CH:15][CH:16]=2)[CH2:26][CH2:27][CH2:28][CH2:29][CH3:30]. (3) Given the reactants [F:1][C:2]1[CH:3]=[C:4]([C@H:9]2[N:14](CC(O)=O)[C:13](=[O:19])[C:12](CC)(CC)[CH2:11][CH2:10]2)[CH:5]=[C:6]([F:8])[CH:7]=1.C(N(CC)CC)C, predict the reaction product. The product is: [F:1][C:2]1[CH:3]=[C:4]([C@H:9]2[NH:14][C:13](=[O:19])[CH2:12][CH2:11][CH2:10]2)[CH:5]=[C:6]([F:8])[CH:7]=1. (4) Given the reactants [F:1][C:2]([F:14])([F:13])[C:3]1[CH:12]=[CH:11][C:6]([CH2:7][N:8]=[C:9]=[O:10])=[CH:5][CH:4]=1.FC(F)(F)C(O)=O.[N:22]1[N:26]2[CH:27]=[CH:28][CH:29]=[C:30]([NH2:31])[C:25]2=[CH:24][N:23]=1, predict the reaction product. The product is: [N:22]1[N:26]2[CH:27]=[CH:28][CH:29]=[C:30]([NH:31][C:9]([NH:8][CH2:7][C:6]3[CH:11]=[CH:12][C:3]([C:2]([F:13])([F:14])[F:1])=[CH:4][CH:5]=3)=[O:10])[C:25]2=[CH:24][N:23]=1. (5) The product is: [CH3:1][O:2][C:3](=[O:21])[C:4]1[CH:9]=[CH:8][C:7]([NH2:10])=[C:6]([O:13][CH2:14][C:15]2[CH:16]=[N:17][CH:18]=[CH:19][CH:20]=2)[CH:5]=1. Given the reactants [CH3:1][O:2][C:3](=[O:21])[C:4]1[CH:9]=[CH:8][C:7]([N+:10]([O-])=O)=[C:6]([O:13][CH2:14][C:15]2[CH:16]=[N:17][CH:18]=[CH:19][CH:20]=2)[CH:5]=1, predict the reaction product. (6) Given the reactants [OH:1][CH2:2][C:3]1[CH:8]=[CH:7][C:6]([C:9](=[O:11])[CH3:10])=[C:5]([CH3:12])[CH:4]=1.Br[C:14]1C=CC(C(O)C)=CC=1C, predict the reaction product. The product is: [OH:1][CH:2]([C:3]1[CH:8]=[CH:7][C:6]([C:9](=[O:11])[CH3:10])=[C:5]([CH3:12])[CH:4]=1)[CH3:14]. (7) Given the reactants [CH2:1]([O:4][C@H:5]1[O:13][C@H:12]([CH2:14][OH:15])[C@@H:10]([OH:11])[C@H:8]([OH:9])[C@H:6]1[OH:7])[CH:2]=[CH2:3].[C:16]1([CH3:26])[CH:21]=[CH:20][C:19]([S:22](Cl)(=[O:24])=[O:23])=[CH:18][CH:17]=1, predict the reaction product. The product is: [CH2:1]([O:4][C@H:5]1[O:13][C@H:12]([CH2:14][O:15][S:22]([C:19]2[CH:20]=[CH:21][C:16]([CH3:26])=[CH:17][CH:18]=2)(=[O:24])=[O:23])[C@@H:10]([OH:11])[C@H:8]([OH:9])[C@H:6]1[OH:7])[CH:2]=[CH2:3].